From a dataset of Catalyst prediction with 721,799 reactions and 888 catalyst types from USPTO. Predict which catalyst facilitates the given reaction. (1) Reactant: [Cl:1][C:2]1[CH:3]=[C:4]2[C:9](=[CH:10][C:11]=1[OH:12])[O:8][CH:7]=[C:6]([C:13]1[CH:18]=[CH:17][CH:16]=[CH:15][C:14]=1[O:19][CH3:20])[C:5]2=O.O.[NH2:23][NH2:24]. Product: [Cl:1][C:2]1[CH:3]=[C:4]([C:5]2[C:6]([C:13]3[CH:18]=[CH:17][CH:16]=[CH:15][C:14]=3[O:19][CH3:20])=[CH:7][NH:24][N:23]=2)[C:9]([OH:8])=[CH:10][C:11]=1[OH:12]. The catalyst class is: 8. (2) Reactant: [Li+].[OH-].[NH2:3][C@@H:4]([C:6]1[C:7]([F:32])=[C:8]([C:12]2[CH:17]=[CH:16][CH:15]=[C:14]([N:18]([CH2:20][C:21]3[CH:26]=[CH:25][CH:24]=[CH:23][C:22]=3[CH2:27][C:28]([O:30]C)=[O:29])[CH3:19])[CH:13]=2)[CH:9]=[CH:10][CH:11]=1)[CH3:5]. Product: [NH2:3][C@@H:4]([C:6]1[C:7]([F:32])=[C:8]([C:12]2[CH:17]=[CH:16][CH:15]=[C:14]([N:18]([CH2:20][C:21]3[CH:26]=[CH:25][CH:24]=[CH:23][C:22]=3[CH2:27][C:28]([OH:30])=[O:29])[CH3:19])[CH:13]=2)[CH:9]=[CH:10][CH:11]=1)[CH3:5]. The catalyst class is: 10. (3) Reactant: C(OCCI)C1C=CC=CC=1.[CH2:12]([O:19][CH2:20][CH2:21][O:22][CH2:23][C:24]1[CH:29]=[CH:28][C:27]([CH:30]2[CH:35]([CH2:36][O:37]C(C3C=CC=CC=3)(C3C=CC=CC=3)C3C=CC=CC=3)[CH2:34][N:33]([C:57]([O:59][C:60]([CH3:63])([CH3:62])[CH3:61])=[O:58])[CH2:32][CH:31]2[O:64][CH2:65][C:66]2[CH:75]=[CH:74][C:73]3[C:68](=[CH:69][CH:70]=[CH:71][CH:72]=3)[CH:67]=2)=[CH:26][CH:25]=1)[C:13]1[CH:18]=[CH:17][CH:16]=[CH:15][CH:14]=1.FC(F)(F)C(O)=O.FC(F)(F)C(OC(=O)C(F)(F)F)=O. Product: [CH2:12]([O:19][CH2:20][CH2:21][O:22][CH2:23][C:24]1[CH:25]=[CH:26][C:27]([CH:30]2[CH:31]([O:64][CH2:65][C:66]3[CH:75]=[CH:74][C:73]4[C:68](=[CH:69][CH:70]=[CH:71][CH:72]=4)[CH:67]=3)[CH2:32][N:33]([C:57]([O:59][C:60]([CH3:61])([CH3:62])[CH3:63])=[O:58])[CH2:34][CH:35]2[CH2:36][OH:37])=[CH:28][CH:29]=1)[C:13]1[CH:14]=[CH:15][CH:16]=[CH:17][CH:18]=1. The catalyst class is: 2. (4) Reactant: [CH2:1]([NH:3][C:4]([NH:6][C:7]1[N:8]=[C:9]2[CH:14]=[C:13]([C:15]3[CH:16]=[N:17][CH:18]=[CH:19][CH:20]=3)[CH:12]=[CH:11][N:10]2[CH:21]=1)=[O:5])[CH3:2].[Cl:22]CC(NC(NCC)=O)=O.C(N(C(C)C)C(C)C)C. Product: [Cl:22][C:21]1[N:10]2[CH:11]=[CH:12][C:13]([C:15]3[CH:16]=[N:17][CH:18]=[CH:19][CH:20]=3)=[CH:14][C:9]2=[N:8][C:7]=1[NH:6][C:4]([NH:3][CH2:1][CH3:2])=[O:5]. The catalyst class is: 35. (5) Reactant: [S:1]1[C:5]2[CH:6]=[CH:7][CH:8]=[CH:9][C:4]=2[N:3]=[C:2]1[NH:10][C:11]([C:13]1[CH:14]=[CH:15][CH:16]=[C:17]2[C:22]=1[CH2:21][N:20]([C:23]1[S:24][C:25]([CH2:33][CH2:34][CH2:35]Cl)=[C:26]([C:28]([O:30][CH2:31][CH3:32])=[O:29])[N:27]=1)[CH2:19][CH2:18]2)=[O:12].[I-:37].[Na+]. Product: [S:1]1[C:5]2[CH:6]=[CH:7][CH:8]=[CH:9][C:4]=2[N:3]=[C:2]1[NH:10][C:11]([C:13]1[CH:14]=[CH:15][CH:16]=[C:17]2[C:22]=1[CH2:21][N:20]([C:23]1[S:24][C:25]([CH2:33][CH2:34][CH2:35][I:37])=[C:26]([C:28]([O:30][CH2:31][CH3:32])=[O:29])[N:27]=1)[CH2:19][CH2:18]2)=[O:12]. The catalyst class is: 10. (6) Reactant: [CH3:1][O:2][C:3]([C:5]1[CH:6]=[C:7]([C:12]2[CH:17]=[CH:16][C:15]([CH3:18])=[CH:14][CH:13]=2)[CH:8]=[C:9]([NH2:11])[CH:10]=1)=[O:4].C(N(CC)CC)C.ClCCl.[C:29](Cl)(=[O:33])[CH:30]([CH3:32])[CH3:31]. Product: [CH3:1][O:2][C:3]([C:5]1[CH:6]=[C:7]([C:12]2[CH:17]=[CH:16][C:15]([CH3:18])=[CH:14][CH:13]=2)[CH:8]=[C:9]([NH:11][C:29](=[O:33])[CH:30]([CH3:32])[CH3:31])[CH:10]=1)=[O:4]. The catalyst class is: 223. (7) Reactant: [OH:1][C:2]1[C:7]2[CH:8]=[CH:9][CH:10]=[CH:11][C:6]=2[S:5](=[O:13])(=[O:12])[N:4]([CH3:14])[C:3]=1[C:15]([O:17][CH3:18])=[O:16].[C:19](=O)([O-])[O-].[K+].[K+].S(OC)(OC)(=O)=O. Product: [CH3:19][O:1][C:2]1[C:7]2[CH:8]=[CH:9][CH:10]=[CH:11][C:6]=2[S:5](=[O:12])(=[O:13])[N:4]([CH3:14])[C:3]=1[C:15]([O:17][CH3:18])=[O:16]. The catalyst class is: 21.